This data is from Full USPTO retrosynthesis dataset with 1.9M reactions from patents (1976-2016). The task is: Predict the reactants needed to synthesize the given product. (1) Given the product [CH3:1][NH:2][C:3]([C@@H:5]1[C@@H:9]([OH:10])[C@@H:8]([OH:18])[C@H:7]([N:26]2[CH:34]=[N:33][C:32]3[C:27]2=[N:28][C:29]([Cl:44])=[N:30][C:31]=3[NH:35][CH2:36][C:37]2[CH:42]=[CH:41][CH:40]=[C:39]([I:43])[CH:38]=2)[S:6]1)=[O:4], predict the reactants needed to synthesize it. The reactants are: [CH3:1][NH:2][C:3]([C@@H:5]1[C@@H:9]([O:10][Si](C(C)(C)C)(C)C)[C@@H:8]([O:18][Si](C(C)(C)C)(C)C)[C@H:7]([N:26]2[CH:34]=[N:33][C:32]3[C:27]2=[N:28][C:29]([Cl:44])=[N:30][C:31]=3[NH:35][CH2:36][C:37]2[CH:42]=[CH:41][CH:40]=[C:39]([I:43])[CH:38]=2)[S:6]1)=[O:4].[F-].C([N+](CCCC)(CCCC)CCCC)CCC. (2) Given the product [CH3:34][C:35]([CH3:42])([CH2:39][CH:40]=[CH2:41])[C:36]([O:1][CH2:2][C@H:3]([NH:10][C:11](=[O:16])[CH2:12][CH2:13][C:14]#[CH:15])[C:4]1[CH:9]=[CH:8][CH:7]=[CH:6][CH:5]=1)=[O:37], predict the reactants needed to synthesize it. The reactants are: [OH:1][CH2:2][C@H:3]([NH:10][C:11](=[O:16])[CH2:12][CH2:13][C:14]#[CH:15])[C:4]1[CH:9]=[CH:8][CH:7]=[CH:6][CH:5]=1.N[C@H](C1C=CC=CC=1)CO.C(O)(=O)CCC#C.[CH3:34][C:35]([CH3:42])([CH2:39][CH:40]=[CH2:41])[C:36](O)=[O:37]. (3) Given the product [CH2:29]=[C:26]1[CH2:27][CH2:28][CH:23]([C:10]2[CH:11]=[CH:12][C:13]([OH:15])=[CH:14][C:9]=2[OH:8])[CH2:24][CH2:25]1, predict the reactants needed to synthesize it. The reactants are: C([Si]([O:8][C:9]1[CH:14]=[C:13]([O:15][Si](C(C)(C)C)(C)C)[CH:12]=[CH:11][C:10]=1[CH:23]1[CH2:28][CH2:27][C:26](=[CH2:29])[CH2:25][CH2:24]1)(C)C)(C)(C)C.[F-].C([N+](CCCC)(CCCC)CCCC)CCC. (4) Given the product [C:1]([C:3]1[CH:29]=[CH:28][CH:27]=[CH:26][C:4]=1[O:5][C:6]1[C:11]([O:12][C:13]2[CH:14]=[N:15][C:16]([S:19]([CH2:22][CH3:23])(=[O:20])=[O:21])=[CH:17][CH:18]=2)=[CH:10][C:9]2[NH:24][C:32]([C:34]3[CH:39]=[N:38][CH:37]=[CH:36][N:35]=3)=[N:25][C:8]=2[CH:7]=1)#[N:2], predict the reactants needed to synthesize it. The reactants are: [C:1]([C:3]1[CH:29]=[CH:28][CH:27]=[CH:26][C:4]=1[O:5][C:6]1[CH:7]=[C:8]([NH2:25])[C:9]([NH2:24])=[CH:10][C:11]=1[O:12][C:13]1[CH:14]=[N:15][C:16]([S:19]([CH2:22][CH3:23])(=[O:21])=[O:20])=[CH:17][CH:18]=1)#[N:2].CO[C:32]([C:34]1[CH:39]=[N:38][CH:37]=[CH:36][N:35]=1)=N. (5) The reactants are: [CH:1]1[C:10]2[C:5](=[CH:6][CH:7]=[CH:8][CH:9]=2)[CH:4]=[CH:3][C:2]=1[CH:11]1[S:15][CH:14]([CH2:16]O)[CH2:13][S:12]1.OCC1CSC[S:21]1. Given the product [CH:1]1[C:10]2[C:5](=[CH:6][CH:7]=[CH:8][CH:9]=2)[CH:4]=[CH:3][C:2]=1[CH:11]1[S:15][CH:14]([CH2:16][SH:21])[CH2:13][S:12]1, predict the reactants needed to synthesize it. (6) Given the product [Si:5]([O:9][CH:10]([C:14]1[CH:19]=[CH:18][CH:17]=[C:16]([N+:20]([O-:22])=[O:21])[CH:15]=1)[CH2:11][C:12]#[N:13])([C:2]([CH3:4])([CH3:3])[CH3:1])([CH3:7])[CH3:6], predict the reactants needed to synthesize it. The reactants are: [CH3:1][C:2]([Si:5](Cl)([CH3:7])[CH3:6])([CH3:4])[CH3:3].[OH:9][CH:10]([C:14]1[CH:19]=[CH:18][CH:17]=[C:16]([N+:20]([O-:22])=[O:21])[CH:15]=1)[CH2:11][C:12]#[N:13]. (7) Given the product [CH3:2][O:3][C:5]1[N:12]=[CH:11][CH:10]=[CH:9][C:6]=1[C:7]#[N:8], predict the reactants needed to synthesize it. The reactants are: [Na].[CH3:2][OH:3].Cl[C:5]1[N:12]=[CH:11][CH:10]=[CH:9][C:6]=1[C:7]#[N:8]. (8) Given the product [CH2:1]([O:8][C:9]([NH:11][C:12]1[C:13]([C:24]([OH:26])=[O:25])=[N:14][C:15]2[C:20]([CH:21]=1)=[CH:19][C:18]([F:22])=[C:17]([CH:37]=[CH2:38])[CH:16]=2)=[O:10])[C:2]1[CH:3]=[CH:4][CH:5]=[CH:6][CH:7]=1, predict the reactants needed to synthesize it. The reactants are: [CH2:1]([O:8][C:9]([NH:11][C:12]1[C:13]([C:24]([O:26]CC)=[O:25])=[N:14][C:15]2[C:20]([CH:21]=1)=[CH:19][C:18]([F:22])=[C:17](Br)[CH:16]=2)=[O:10])[C:2]1[CH:7]=[CH:6][CH:5]=[CH:4][CH:3]=1.[O-]P([O-])([O-])=O.[K+].[K+].[K+].[CH:37](B1OC(C)(C)C(C)(C)O1)=[CH2:38].CC(O)=O.